This data is from NCI-60 drug combinations with 297,098 pairs across 59 cell lines. The task is: Regression. Given two drug SMILES strings and cell line genomic features, predict the synergy score measuring deviation from expected non-interaction effect. (1) Drug 1: CCC1=CC2CC(C3=C(CN(C2)C1)C4=CC=CC=C4N3)(C5=C(C=C6C(=C5)C78CCN9C7C(C=CC9)(C(C(C8N6C)(C(=O)OC)O)OC(=O)C)CC)OC)C(=O)OC.C(C(C(=O)O)O)(C(=O)O)O. Drug 2: CC1=C(C(=O)C2=C(C1=O)N3CC4C(C3(C2COC(=O)N)OC)N4)N. Cell line: NCIH23. Synergy scores: CSS=59.0, Synergy_ZIP=-1.96, Synergy_Bliss=-2.72, Synergy_Loewe=-3.16, Synergy_HSA=0.550. (2) Drug 1: CC1=C(C=C(C=C1)NC(=O)C2=CC=C(C=C2)CN3CCN(CC3)C)NC4=NC=CC(=N4)C5=CN=CC=C5. Drug 2: COCCOC1=C(C=C2C(=C1)C(=NC=N2)NC3=CC=CC(=C3)C#C)OCCOC.Cl. Cell line: SK-MEL-5. Synergy scores: CSS=-0.287, Synergy_ZIP=0.922, Synergy_Bliss=2.26, Synergy_Loewe=-5.14, Synergy_HSA=-3.25. (3) Drug 1: CC(C)(C#N)C1=CC(=CC(=C1)CN2C=NC=N2)C(C)(C)C#N. Drug 2: CC1CCC2CC(C(=CC=CC=CC(CC(C(=O)C(C(C(=CC(C(=O)CC(OC(=O)C3CCCCN3C(=O)C(=O)C1(O2)O)C(C)CC4CCC(C(C4)OC)O)C)C)O)OC)C)C)C)OC. Cell line: EKVX. Synergy scores: CSS=4.36, Synergy_ZIP=-1.52, Synergy_Bliss=-0.447, Synergy_Loewe=-5.72, Synergy_HSA=-2.62. (4) Drug 1: CN1CCC(CC1)COC2=C(C=C3C(=C2)N=CN=C3NC4=C(C=C(C=C4)Br)F)OC. Drug 2: C1CC(C1)(C(=O)O)C(=O)O.[NH2-].[NH2-].[Pt+2]. Cell line: SF-295. Synergy scores: CSS=23.7, Synergy_ZIP=-0.145, Synergy_Bliss=0.824, Synergy_Loewe=-0.0547, Synergy_HSA=1.72. (5) Drug 1: C1CCN(CC1)CCOC2=CC=C(C=C2)C(=O)C3=C(SC4=C3C=CC(=C4)O)C5=CC=C(C=C5)O. Drug 2: C1=NNC2=C1C(=O)NC=N2. Synergy scores: CSS=-9.30, Synergy_ZIP=3.28, Synergy_Bliss=0.0298, Synergy_Loewe=-8.43, Synergy_HSA=-6.75. Cell line: SF-268.